Dataset: Reaction yield outcomes from USPTO patents with 853,638 reactions. Task: Predict the reaction yield, written as a fraction of the theoretical maximum amount of product (1.0 means a 100% yield; for example, 0.34 means a 34% yield). The reactants are [O:1]1[C:6]2[CH:7]=[CH:8][CH:9]=[C:10]([C:11]([C:13]3[N:14]=[CH:15][N:16]([C:18]([C:31]4[CH:36]=[CH:35][CH:34]=[CH:33][CH:32]=4)([C:25]4[CH:30]=[CH:29][CH:28]=[CH:27][CH:26]=4)[C:19]4[CH:24]=[CH:23][CH:22]=[CH:21][CH:20]=4)[CH:17]=3)=[O:12])[C:5]=2[O:4][CH2:3][CH2:2]1.[CH3:37][Mg+].[Br-]. The catalyst is C1COCC1.CCOCC. The product is [O:1]1[C:6]2[CH:7]=[CH:8][CH:9]=[C:10]([C:11]([C:13]3[N:14]=[CH:15][N:16]([C:18]([C:31]4[CH:36]=[CH:35][CH:34]=[CH:33][CH:32]=4)([C:19]4[CH:24]=[CH:23][CH:22]=[CH:21][CH:20]=4)[C:25]4[CH:26]=[CH:27][CH:28]=[CH:29][CH:30]=4)[CH:17]=3)([OH:12])[CH3:37])[C:5]=2[O:4][CH2:3][CH2:2]1. The yield is 0.980.